The task is: Regression/Classification. Given a drug SMILES string, predict its absorption, distribution, metabolism, or excretion properties. Task type varies by dataset: regression for continuous measurements (e.g., permeability, clearance, half-life) or binary classification for categorical outcomes (e.g., BBB penetration, CYP inhibition). Dataset: b3db_classification.. This data is from Blood-brain barrier permeability classification from the B3DB database. The molecule is CCOC(=O)/C=C1\SC(N2CCCCC2)C(=O)N1C. The result is 0 (does not penetrate BBB).